This data is from Reaction yield outcomes from USPTO patents with 853,638 reactions. The task is: Predict the reaction yield, written as a fraction of the theoretical maximum amount of product (1.0 means a 100% yield; for example, 0.34 means a 34% yield). (1) The reactants are Br[CH2:2][C:3]1[CH:8]=[CH:7][C:6]([C:9]([O:18][CH3:19])([C:14]([F:17])([F:16])[F:15])[C:10]([F:13])([F:12])[F:11])=[CH:5][CH:4]=1.[N-:20]=[N+:21]=[N-:22].[Na+]. The catalyst is CN(C)C=O.O. The product is [N:20]([CH2:2][C:3]1[CH:8]=[CH:7][C:6]([C:9]([O:18][CH3:19])([C:14]([F:17])([F:16])[F:15])[C:10]([F:13])([F:12])[F:11])=[CH:5][CH:4]=1)=[N+:21]=[N-:22]. The yield is 0.930. (2) The reactants are [NH2:1][C:2]1[N:3]=[C:4]2[C:13]3[C:7]([CH2:8][CH:9]([C:14]([NH:16][CH2:17][CH2:18][CH2:19]Cl)=[O:15])[S:10][C:11]=3[N:12]=1)=[N:6][N:5]2[CH2:21][C:22]1[C:27]([CH3:28])=[C:26]([O:29][CH3:30])[C:25]([CH3:31])=[CH:24][N:23]=1.[CH2:32]([NH2:36])[CH:33]([CH3:35])[CH3:34]. No catalyst specified. The product is [NH2:1][C:2]1[N:3]=[C:4]2[C:13]3[C:7]([CH2:8][CH:9]([C:14]([NH:16][CH2:17][CH2:18][CH2:19][NH:36][CH2:32][CH:33]([CH3:35])[CH3:34])=[O:15])[S:10][C:11]=3[N:12]=1)=[N:6][N:5]2[CH2:21][C:22]1[C:27]([CH3:28])=[C:26]([O:29][CH3:30])[C:25]([CH3:31])=[CH:24][N:23]=1. The yield is 0.620. (3) The reactants are [Br:1][C:2]1[C:3]([O:30]COC)=[CH:4][C:5]([O:26]COC)=[C:6]([C:8]2[N:9]([C:14]3[CH:19]=[CH:18][C:17]([N:20]4[CH2:25][CH2:24][O:23][CH2:22][CH2:21]4)=[CH:16][CH:15]=3)[C:10](=[S:13])[NH:11][N:12]=2)[CH:7]=1.Cl.[OH-].[Na+]. The catalyst is C(O)C. The product is [Br:1][C:2]1[CH:7]=[C:6]([C:8]2[N:9]([C:14]3[CH:19]=[CH:18][C:17]([N:20]4[CH2:25][CH2:24][O:23][CH2:22][CH2:21]4)=[CH:16][CH:15]=3)[C:10]([SH:13])=[N:11][N:12]=2)[C:5]([OH:26])=[CH:4][C:3]=1[OH:30]. The yield is 0.340. (4) The reactants are [F:1][C:2]1[CH:3]=[C:4]([CH:7]=[CH:8][CH:9]=1)[CH2:5][NH2:6].CN(C(ON1N=NC2C=CC=NC1=2)=[N+](C)C)C.F[P-](F)(F)(F)(F)F.CCN(CC)CC.[OH:41][C:42]1[C:51]([C:52](O)=[O:53])=[C:50]([CH3:55])[C:49]2[C:44](=[CH:45][C:46]([C:56]([F:59])([F:58])[F:57])=[CH:47][CH:48]=2)[N:43]=1. The catalyst is C1COCC1.CCOC(C)=O. The product is [F:1][C:2]1[CH:3]=[C:4]([CH:7]=[CH:8][CH:9]=1)[CH2:5][NH:6][C:52]([C:51]1[C:42]([OH:41])=[N:43][C:44]2[C:49]([C:50]=1[CH3:55])=[CH:48][CH:47]=[C:46]([C:56]([F:58])([F:59])[F:57])[CH:45]=2)=[O:53]. The yield is 0.710. (5) The reactants are [Cl:1][C:2]1[CH:7]=[C:6](Cl)[N:5]=[CH:4][N:3]=1.[CH3:9][C:10]1[CH:15]=[CH:14][C:13]([CH3:16])=[CH:12][C:11]=1B(O)O.C(=O)([O-])[O-].[Na+].[Na+]. The catalyst is C1C=CC(P(C2C=CC=CC=2)C2C=CC=CC=2)=CC=1.C1C=CC(P(C2C=CC=CC=2)C2C=CC=CC=2)=CC=1.Cl[Pd]Cl.O.C(#N)C. The product is [Cl:1][C:2]1[CH:7]=[C:6]([C:11]2[CH:12]=[C:13]([CH3:16])[CH:14]=[CH:15][C:10]=2[CH3:9])[N:5]=[CH:4][N:3]=1. The yield is 0.640. (6) The reactants are [CH3:1][O:2][C:3]1[N:10]=[C:9]([CH3:11])[CH:8]=[C:7]([CH:12]([CH2:14][CH:15]=[CH2:16])[CH3:13])[C:4]=1[C:5]#[N:6].[H-].[H-].[H-].[H-].[Li+].[Al+3]. The catalyst is CCOCC. The product is [CH3:1][O:2][C:3]1[C:4]([CH2:5][NH2:6])=[C:7]([CH:12]([CH2:14][CH:15]=[CH2:16])[CH3:13])[CH:8]=[C:9]([CH3:11])[N:10]=1. The yield is 0.780.